Predict which catalyst facilitates the given reaction. From a dataset of Catalyst prediction with 721,799 reactions and 888 catalyst types from USPTO. (1) Reactant: [CH3:1][O:2][C:3]1[CH:8]=[CH:7][N:6]=[C:5]([C:9]#[N:10])[CH:4]=1.[H-].[H-].[H-].[H-].[Li+].[Al+3].[OH-].[Na+]. Product: [CH3:1][O:2][C:3]1[CH:8]=[CH:7][N:6]=[C:5]([CH2:9][NH2:10])[CH:4]=1. The catalyst class is: 220. (2) Reactant: [OH-].[Na+].[OH:3][CH:4]1[CH2:9][CH2:8][N:7]([C:10]2[CH:11]=[C:12]([C:20]([NH:22][C:23]3[C:24]([CH3:34])=[C:25]([CH:30]=[CH:31][C:32]=3[CH3:33])[C:26]([O:28]C)=[O:27])=[O:21])[C:13]3[C:18]([CH:19]=2)=[CH:17][CH:16]=[CH:15][CH:14]=3)[CH2:6][CH2:5]1.CO. Product: [OH:3][CH:4]1[CH2:5][CH2:6][N:7]([C:10]2[CH:11]=[C:12]([C:20]([NH:22][C:23]3[C:24]([CH3:34])=[C:25]([CH:30]=[CH:31][C:32]=3[CH3:33])[C:26]([OH:28])=[O:27])=[O:21])[C:13]3[C:18]([CH:19]=2)=[CH:17][CH:16]=[CH:15][CH:14]=3)[CH2:8][CH2:9]1. The catalyst class is: 1. (3) Reactant: C1(P(C2C=CC=CC=2)C2C=CC=CC=2)C=CC=CC=1.[CH2:20]([O:27][C:28]([N:30]1[CH2:34][CH:33]=[CH:32][C@H:31]1[CH2:35][N:36]=[N+]=[N-])=[O:29])[C:21]1[CH:26]=[CH:25][CH:24]=[CH:23][CH:22]=1.O. Product: [CH2:20]([O:27][C:28]([N:30]1[CH2:34][CH:33]=[CH:32][C@H:31]1[CH2:35][NH2:36])=[O:29])[C:21]1[CH:26]=[CH:25][CH:24]=[CH:23][CH:22]=1. The catalyst class is: 1. (4) Reactant: Br[CH:2]([PH3+])[CH2:3][CH:4]([CH3:11])[CH2:5][CH2:6][CH2:7][CH:8]([CH3:10])[CH3:9].C[Si]([N-][Si](C)(C)C)(C)C.[Li+].[C:23]([Si:27]([CH3:46])([CH3:45])[O:28][C:29]1[C:30]([CH3:44])=[C:31]2[C:36](=[C:37]([CH3:40])[C:38]=1[CH3:39])[O:35][C:34]([CH3:43])([CH:41]=O)[CH2:33][CH2:32]2)([CH3:26])([CH3:25])[CH3:24]. Product: [C:23]([Si:27]([O:28][C:29]1[C:30]([CH3:44])=[C:31]2[C:36](=[C:37]([CH3:40])[C:38]=1[CH3:39])[O:35][C:34]([CH:41]=[CH:2][CH2:3][CH:4]([CH3:11])[CH2:5][CH2:6][CH2:7][CH:8]([CH3:10])[CH3:9])([CH3:43])[CH2:33][CH2:32]2)([CH3:46])[CH3:45])([CH3:24])([CH3:26])[CH3:25]. The catalyst class is: 1.